Dataset: Reaction yield outcomes from USPTO patents with 853,638 reactions. Task: Predict the reaction yield, written as a fraction of the theoretical maximum amount of product (1.0 means a 100% yield; for example, 0.34 means a 34% yield). (1) The reactants are OC(C(F)(F)F)=O.[C:8]1([C:14]2[CH:19]=[CH:18][N:17]=[C:16]([N:20]3[CH2:25][CH2:24][NH:23][CH2:22][CH2:21]3)[N:15]=2)[CH:13]=[CH:12][CH:11]=[CH:10][CH:9]=1.[F:26][C:27]([F:43])([F:42])[C:28]1[O:32][N:31]=[C:30]([C:33]2[CH:34]=[C:35]([CH:39]=[CH:40][CH:41]=2)[C:36](O)=[O:37])[N:29]=1. No catalyst specified. The product is [C:8]1([C:14]2[CH:19]=[CH:18][N:17]=[C:16]([N:20]3[CH2:25][CH2:24][N:23]([C:36]([C:35]4[CH:39]=[CH:40][CH:41]=[C:33]([C:30]5[N:29]=[C:28]([C:27]([F:42])([F:26])[F:43])[O:32][N:31]=5)[CH:34]=4)=[O:37])[CH2:22][CH2:21]3)[N:15]=2)[CH:9]=[CH:10][CH:11]=[CH:12][CH:13]=1. The yield is 0.530. (2) The reactants are [CH:1]1([NH:7][C:8]2[C:13]([CH2:14][OH:15])=[CH:12][N:11]=[C:10]3[N:16]([S:19]([C:22]4[CH:28]=[CH:27][C:25]([CH3:26])=[CH:24][CH:23]=4)(=[O:21])=[O:20])[CH:17]=[CH:18][C:9]=23)[CH2:6][CH2:5][CH2:4][CH2:3][CH2:2]1. The catalyst is C(Cl)(Cl)Cl.[O-2].[O-2].[Mn+4]. The product is [CH:1]1([NH:7][C:8]2[C:13]([CH:14]=[O:15])=[CH:12][N:11]=[C:10]3[N:16]([S:19]([C:22]4[CH:23]=[CH:24][C:25]([CH3:26])=[CH:27][CH:28]=4)(=[O:21])=[O:20])[CH:17]=[CH:18][C:9]=23)[CH2:2][CH2:3][CH2:4][CH2:5][CH2:6]1. The yield is 0.870. (3) The reactants are [NH:1]1[C:9]2[C:4](=[CH:5][CH:6]=[CH:7][CH:8]=2)[C:3]([S:10][CH2:11][C:12]([OH:14])=O)=[CH:2]1.[NH2:15][C:16]1[CH:20]=[C:19]([CH3:21])[O:18][N:17]=1.C1CN(C(Cl)=[N+]2CCCC2)CC1.F[P-](F)(F)(F)(F)F.CCN(C(C)C)C(C)C.ClC(Cl)C. No catalyst specified. The product is [NH:1]1[C:9]2[C:4](=[CH:5][CH:6]=[CH:7][CH:8]=2)[C:3]([S:10][CH2:11][C:12]([NH:15][C:16]2[CH:20]=[C:19]([CH3:21])[O:18][N:17]=2)=[O:14])=[CH:2]1. The yield is 0.710. (4) The reactants are [C:1]([O:4][C:5]([CH3:8])([CH3:7])[CH3:6])(=[O:3])[CH3:2].C[Si]([N-][Si](C)(C)C)(C)C.[Li+].[C:19]([C:22]1[C:23]([NH:29][C:30](=[O:35])[C:31]([CH3:34])([CH3:33])[CH3:32])=[N:24][C:25]([Cl:28])=[CH:26][CH:27]=1)(=[O:21])[CH3:20]. The catalyst is C1COCC1. The product is [C:5]([O:4][C:1](=[O:3])[CH2:2][C:19]([C:22]1[C:23]([NH:29][C:30](=[O:35])[C:31]([CH3:34])([CH3:33])[CH3:32])=[N:24][C:25]([Cl:28])=[CH:26][CH:27]=1)([OH:21])[CH3:20])([CH3:8])([CH3:7])[CH3:6]. The yield is 0.750. (5) The reactants are [CH:1]1([C:6]#[CH:7])[CH2:5][CH2:4][CH2:3][CH2:2]1.O1CCCC1.C([Li])CCC.CCCCCC.C1(C#C)CCCC1.[Li].O(C1C=CC=CC=1)[C:33]#[N:34]. No catalyst specified. The product is [CH:1]1([C:6]#[C:7][C:33]#[N:34])[CH2:5][CH2:4][CH2:3][CH2:2]1. The yield is 0.840.